This data is from Full USPTO retrosynthesis dataset with 1.9M reactions from patents (1976-2016). The task is: Predict the reactants needed to synthesize the given product. The reactants are: S1C=CC=C1C1OC(C=C2CCNCC2)=NN=1.C(OC([N:25]1[CH2:30][CH2:29][C:28](=[CH:31][C:32]2[O:36][N:35]=[C:34]([CH3:37])[CH:33]=2)[CH2:27][CH2:26]1)=O)(C)(C)C. Given the product [CH3:37][C:34]1[CH:33]=[C:32]([CH:31]=[C:28]2[CH2:29][CH2:30][NH:25][CH2:26][CH2:27]2)[O:36][N:35]=1, predict the reactants needed to synthesize it.